Dataset: Peptide-MHC class I binding affinity with 185,985 pairs from IEDB/IMGT. Task: Regression. Given a peptide amino acid sequence and an MHC pseudo amino acid sequence, predict their binding affinity value. This is MHC class I binding data. (1) The peptide sequence is IHLDKGGQF. The MHC is HLA-B58:01 with pseudo-sequence HLA-B58:01. The binding affinity (normalized) is 0.0847. (2) The binding affinity (normalized) is 0.526. The MHC is HLA-A03:01 with pseudo-sequence HLA-A03:01. The peptide sequence is NARMATMLEY. (3) The peptide sequence is FPGEKRVSK. The MHC is HLA-A26:01 with pseudo-sequence HLA-A26:01. The binding affinity (normalized) is 0.0847. (4) The binding affinity (normalized) is 0.551. The peptide sequence is RYLELGNETLL. The MHC is H-2-Kd with pseudo-sequence H-2-Kd. (5) The binding affinity (normalized) is 0.246. The MHC is HLA-B51:01 with pseudo-sequence HLA-B51:01. The peptide sequence is MALVAFLRF.